From a dataset of Reaction yield outcomes from USPTO patents with 853,638 reactions. Predict the reaction yield, written as a fraction of the theoretical maximum amount of product (1.0 means a 100% yield; for example, 0.34 means a 34% yield). The reactants are [O:1]=[S:2]1(=[O:32])[C:8]2[CH:9]=[CH:10][CH:11]=[CH:12][C:7]=2[CH2:6][N:5]([C:13]2[CH:22]=[C:21]([NH:23][CH2:24][CH:25]([OH:30])[CH2:26][C:27](O)=[O:28])[C:20]3[C:15](=[CH:16][CH:17]=[C:18]([CH3:31])[CH:19]=3)[N:14]=2)[CH2:4][CH2:3]1.[BH4-].[Na+].II. The catalyst is O1CCCC1.O. The product is [O:32]=[S:2]1(=[O:1])[C:8]2[CH:9]=[CH:10][CH:11]=[CH:12][C:7]=2[CH2:6][N:5]([C:13]2[CH:22]=[C:21]([NH:23][CH2:24][CH:25]([OH:30])[CH2:26][CH2:27][OH:28])[C:20]3[C:15](=[CH:16][CH:17]=[C:18]([CH3:31])[CH:19]=3)[N:14]=2)[CH2:4][CH2:3]1. The yield is 0.412.